From a dataset of Peptide-MHC class II binding affinity with 134,281 pairs from IEDB. Regression. Given a peptide amino acid sequence and an MHC pseudo amino acid sequence, predict their binding affinity value. This is MHC class II binding data. (1) The peptide sequence is GHLQIVDKIDAAFKI. The MHC is DRB3_0101 with pseudo-sequence DRB3_0101. The binding affinity (normalized) is 0.615. (2) The MHC is DRB5_0101 with pseudo-sequence DRB5_0101. The peptide sequence is TSLLISWGHYPLHLR. The binding affinity (normalized) is 0.500. (3) The peptide sequence is TTAAGAASGAATVAA. The MHC is DRB1_1101 with pseudo-sequence DRB1_1101. The binding affinity (normalized) is 0.0466.